The task is: Predict the reactants needed to synthesize the given product.. This data is from Full USPTO retrosynthesis dataset with 1.9M reactions from patents (1976-2016). (1) Given the product [N:6]1[CH:7]=[CH:8][CH:3]=[C:4]([C:2]2[CH:11]=[CH:10][CH:9]=[C:8]3[C:3]=2[CH2:4][CH2:5][NH:6][CH2:7]3)[CH:5]=1, predict the reactants needed to synthesize it. The reactants are: Br[C:2]1[CH:11]=[CH:10][CH:9]=[C:8]2[C:3]=1[CH2:4][CH2:5][NH:6][CH2:7]2.B(O)O. (2) The reactants are: [CH2:1]([O:4][C:5]([NH:7][C@H:8]([C:17]([OH:19])=[O:18])[CH2:9][C:10]1[CH:15]=[CH:14][C:13]([OH:16])=[CH:12][CH:11]=1)=[O:6])[CH:2]=[CH2:3]. Given the product [CH2:1]([O:4][C:5]([NH:7][C@H:8]([C:17]([OH:19])=[O:18])[CH2:9][C:10]1[CH:11]=[CH:12][C:13]([O:16][CH2:9][C:10]2[CH:15]=[CH:14][CH:13]=[CH:12][CH:11]=2)=[CH:14][CH:15]=1)=[O:6])[CH:2]=[CH2:3], predict the reactants needed to synthesize it. (3) Given the product [Cl:1][C:2]1[CH:7]=[CH:6][CH:5]=[CH:4][C:3]=1[NH:8][CH:9]1[CH2:14][CH2:13][N:12]([C:15](=[O:39])[CH2:16][NH:17][C:18]([C:20]2[CH:24]=[C:23]([C:25]3[CH:30]=[CH:29][CH:28]=[C:27]([OH:31])[CH:26]=3)[NH:22][N:21]=2)=[O:19])[CH2:11][CH2:10]1, predict the reactants needed to synthesize it. The reactants are: [Cl:1][C:2]1[CH:7]=[CH:6][CH:5]=[CH:4][C:3]=1[NH:8][CH:9]1[CH2:14][CH2:13][N:12]([C:15](=[O:39])[CH2:16][NH:17][C:18]([C:20]2[CH:24]=[C:23]([C:25]3[CH:30]=[CH:29][CH:28]=[C:27]([O:31]CC4C=CC=CC=4)[CH:26]=3)[NH:22][N:21]=2)=[O:19])[CH2:11][CH2:10]1.B(Br)(Br)Br. (4) Given the product [N:1]1([CH2:5][CH2:6][N:7]2[CH:11]=[C:10]([C:12]3[CH:17]=[CH:16][N:15]=[C:14]([CH:18]([CH3:20])[CH3:19])[CH:13]=3)[N:9]=[C:8]2[CH:21]2[CH2:22][CH2:23][N:24]([C:28]3[N:33]=[CH:32][N:31]=[C:30]([NH2:34])[C:29]=3[O:35][CH:36]([CH3:38])[CH3:37])[CH2:25][CH2:26]2)[CH2:4][CH2:3][CH2:2]1, predict the reactants needed to synthesize it. The reactants are: [N:1]1([CH2:5][CH2:6][N:7]2[CH:11]=[C:10]([C:12]3[CH:17]=[CH:16][N:15]=[C:14]([CH:18]([CH3:20])[CH3:19])[CH:13]=3)[N:9]=[C:8]2[CH:21]2[CH2:26][CH2:25][NH:24][CH2:23][CH2:22]2)[CH2:4][CH2:3][CH2:2]1.Cl[C:28]1[N:33]=[CH:32][N:31]=[C:30]([NH2:34])[C:29]=1[O:35][CH:36]([CH3:38])[CH3:37]. (5) Given the product [C:31]([CH:33]1[CH2:35][CH:34]1[C:2]1[N:6]2[C:7](=[O:21])[CH:8]=[C:9]([CH2:11][C:12]3[C:13]([F:20])=[C:14]([CH:17]=[CH:18][CH:19]=3)[C:15]#[N:16])[N:10]=[C:5]2[S:4][C:3]=1[CH3:22])#[N:32], predict the reactants needed to synthesize it. The reactants are: Br[C:2]1[N:6]2[C:7](=[O:21])[CH:8]=[C:9]([CH2:11][C:12]3[C:13]([F:20])=[C:14]([CH:17]=[CH:18][CH:19]=3)[C:15]#[N:16])[N:10]=[C:5]2[S:4][C:3]=1[CH3:22].P([O-])([O-])([O-])=O.[K+].[K+].[K+].[C:31]([C@@H:33]1[CH2:35][C@H:34]1[B-](F)(F)F)#[N:32].[K+]. (6) Given the product [C:5]([N:24]1[CH2:23][CH2:22][C:21]2[N:20]=[CH:19][C:18]([N+:15]([O-:17])=[O:16])=[CH:27][C:26]=2[CH2:25]1)(=[O:7])[CH3:6], predict the reactants needed to synthesize it. The reactants are: C(O[C:5](=[O:7])[CH3:6])(=O)C.FC(F)(F)C([O-])=O.[N+:15]([C:18]1[CH:19]=[N:20][C:21]2[CH2:22][CH2:23][NH2+:24][CH2:25][C:26]=2[CH:27]=1)([O-:17])=[O:16].